Dataset: Reaction yield outcomes from USPTO patents with 853,638 reactions. Task: Predict the reaction yield, written as a fraction of the theoretical maximum amount of product (1.0 means a 100% yield; for example, 0.34 means a 34% yield). (1) The product is [C:46]([C:21]1[CH:30]=[C:25]([CH:24]=[CH:23][C:22]=1[F:42])[C:26]([O:28][CH3:29])=[O:27])#[N:44]. The reactants are C1(P(C2C=CC=CC=2)C2C=CC=CC=2)C=CC=CC=1.Br[C:21]1[CH:22]=[CH:23][C:24](F)=[C:25]([CH:30]=1)[C:26]([O:28][CH3:29])=[O:27].BrC1C=CC([F:42])=C(C=1)C(O)=O.C[N:44]([CH:46]=O)C. The catalyst is C([O-])(=O)C.[Pd+2].C([O-])(=O)C.[C-]#N.[Zn+2].[C-]#N. The yield is 0.890. (2) The reactants are Cl[CH:2]([CH2:6][C:7]1[O:11][C:10]([CH3:12])=[N:9][C:8]=1[C:13]1[CH:22]=[CH:21][C:20]2[CH2:19][CH2:18][CH2:17][CH2:16][C:15]=2[CH:14]=1)[C:3]([OH:5])=[O:4]. The catalyst is C(O)(=O)C.[Zn]. The product is [CH3:12][C:10]1[O:11][C:7]([CH2:6][CH2:2][C:3]([OH:5])=[O:4])=[C:8]([C:13]2[CH:22]=[CH:21][C:20]3[CH2:19][CH2:18][CH2:17][CH2:16][C:15]=3[CH:14]=2)[N:9]=1. The yield is 0.790. (3) The reactants are [F:1][C:2]1[CH:3]=[C:4]([N:9]2[CH2:13][C@H:12]([CH2:14][OH:15])[O:11][C:10]2=[O:16])[CH:5]=[CH:6][C:7]=1[I:8].C(N(CC)CC)C.[CH3:24][S:25](Cl)(=[O:27])=[O:26]. The catalyst is C(Cl)Cl. The product is [F:1][C:2]1[CH:3]=[C:4]([N:9]2[CH2:13][C@H:12]([CH2:14][O:15][S:25]([CH3:24])(=[O:27])=[O:26])[O:11][C:10]2=[O:16])[CH:5]=[CH:6][C:7]=1[I:8]. The yield is 0.989. (4) The reactants are C([O:8][N:9]1[C:15](=[O:16])[N:14]2[CH2:17][C@H:10]1[CH2:11][CH2:12][C@H:13]2[C:18]([NH:20][NH:21][C:22]([CH:24]1[CH2:26][C:25]1([F:28])[F:27])=[O:23])=[O:19])C1C=CC=CC=1. The catalyst is CO.[Pd]. The product is [F:28][C:25]1([F:27])[CH2:26][CH:24]1[C:22]([NH:21][NH:20][C:18]([C@@H:13]1[CH2:12][CH2:11][C@@H:10]2[CH2:17][N:14]1[C:15](=[O:16])[N:9]2[OH:8])=[O:19])=[O:23]. The yield is 1.00. (5) The reactants are [Cl:1][C:2]1[CH:26]=[CH:25][CH:24]=[CH:23][C:3]=1[C:4]([C:6]1[S:10][C:9]([NH:11][C:12](=[O:22])[CH:13]([C:16]2[CH:21]=[CH:20][CH:19]=[CH:18][CH:17]=2)[CH2:14][CH3:15])=[N:8][CH:7]=1)=[O:5].[BH4-].[Na+]. The catalyst is CO. The product is [Cl:1][C:2]1[CH:26]=[CH:25][CH:24]=[CH:23][C:3]=1[CH:4]([OH:5])[C:6]1[S:10][C:9]([NH:11][C:12](=[O:22])[CH:13]([C:16]2[CH:21]=[CH:20][CH:19]=[CH:18][CH:17]=2)[CH2:14][CH3:15])=[N:8][CH:7]=1. The yield is 0.450. (6) The reactants are CB1OB(C)OB(C)O1.[NH2:10][C:11]1[C:20](I)=[CH:19][C:18]([Br:22])=[CH:17][C:12]=1[C:13]([O:15][CH3:16])=[O:14].Cl[CH2:24]Cl.C(=O)([O-])[O-].[Cs+].[Cs+]. The catalyst is O1CCOCC1.C1C=CC(P(C2C=CC=CC=2)[C-]2C=CC=C2)=CC=1.C1C=CC(P(C2C=CC=CC=2)[C-]2C=CC=C2)=CC=1.Cl[Pd]Cl.[Fe+2]. The product is [NH2:10][C:11]1[C:20]([CH3:24])=[CH:19][C:18]([Br:22])=[CH:17][C:12]=1[C:13]([O:15][CH3:16])=[O:14]. The yield is 0.550.